From a dataset of Forward reaction prediction with 1.9M reactions from USPTO patents (1976-2016). Predict the product of the given reaction. Given the reactants C([O-])(O)=O.[Na+].[CH3:6][O:7][C:8]1[CH:13]=[C:12]([O:14][CH3:15])[CH:11]=[C:10]([CH:16]=[CH:17][C:18]2[CH:23]=[CH:22][C:21]([O:24][CH3:25])=[CH:20][CH:19]=2)[C:9]=1[CH:26]([C:28]1[CH:33]=[C:32]([O:34][CH3:35])[CH:31]=[C:30]([O:36][CH3:37])[CH:29]=1)[OH:27], predict the reaction product. The product is: [CH3:37][O:36][C:30]1[CH:29]=[C:28]([CH:26]2[C:9]3[C:10](=[CH:11][C:12]([O:14][CH3:15])=[CH:13][C:8]=3[O:7][CH3:6])/[C:16](=[CH:17]/[C:18]3[CH:23]=[CH:22][C:21]([O:24][CH3:25])=[CH:20][CH:19]=3)/[O:27]2)[CH:33]=[C:32]([O:34][CH3:35])[CH:31]=1.